From a dataset of Full USPTO retrosynthesis dataset with 1.9M reactions from patents (1976-2016). Predict the reactants needed to synthesize the given product. (1) Given the product [CH3:22][N:20]([CH3:21])[C:16]1[C:15]([F:23])=[CH:14][C:13]([C:8]2[O:9][C:10]3[C:11]4[NH:12][C:30](=[O:31])[NH:1][C:2]=4[CH:3]=[CH:4][C:5]=3[C:6](=[O:24])[CH:7]=2)=[CH:18][C:17]=1[F:19], predict the reactants needed to synthesize it. The reactants are: [NH2:1][C:2]1[C:11]([NH2:12])=[C:10]2[C:5]([C:6](=[O:24])[CH:7]=[C:8]([C:13]3[CH:18]=[C:17]([F:19])[C:16]([N:20]([CH3:22])[CH3:21])=[C:15]([F:23])[CH:14]=3)[O:9]2)=[CH:4][CH:3]=1.C1N=CN([C:30](N2C=NC=C2)=[O:31])C=1. (2) Given the product [CH:1]1([C:4]2[CH:5]=[CH:6][C:7]([NH:14][C:15]3[CH:30]=[CH:29][C:18]4[N:19]([C:23]5[CH:28]=[CH:27][CH:26]=[CH:25][CH:24]=5)[C:20](=[O:22])[N:21]([CH3:31])[C:17]=4[CH:16]=3)=[C:8]([CH:13]=2)[C:9]([O:11][CH3:12])=[O:10])[CH2:3][CH2:2]1, predict the reactants needed to synthesize it. The reactants are: [CH:1]1([C:4]2[CH:5]=[CH:6][C:7]([NH:14][C:15]3[CH:30]=[CH:29][C:18]4[N:19]([C:23]5[CH:28]=[CH:27][CH:26]=[CH:25][CH:24]=5)[C:20](=[O:22])[NH:21][C:17]=4[CH:16]=3)=[C:8]([CH:13]=2)[C:9]([O:11][CH3:12])=[O:10])[CH2:3][CH2:2]1.[C:31](=O)([O-])[O-].[Cs+].[Cs+].O.C(OCC)(=O)C. (3) Given the product [CH3:20][O:1][C:2]1[CH:3]=[C:4]([C:12]([O:14][CH2:15][CH3:16])=[O:13])[CH:5]=[C:6]2[C:10]=1[NH:9][N:8]=[C:7]2[CH3:11], predict the reactants needed to synthesize it. The reactants are: [OH:1][C:2]1[CH:3]=[C:4]([C:12]([O:14][CH2:15][CH3:16])=[O:13])[CH:5]=[C:6]2[C:10]=1[NH:9][N:8]=[C:7]2[CH3:11].[H-].[Na+].I[CH3:20].